This data is from Catalyst prediction with 721,799 reactions and 888 catalyst types from USPTO. The task is: Predict which catalyst facilitates the given reaction. (1) Reactant: [Si:1]([O:8][CH2:9][C:10]1[CH:15]=[CH:14][CH:13]=[CH:12][C:11]=1[SH:16])([C:4]([CH3:7])([CH3:6])[CH3:5])([CH3:3])[CH3:2].BrC1[CH:19]=[CH:20][CH:21]=[N:22][CH:23]=1.C(=O)([O-])[O-].[Cs+].[Cs+].C[N:31]1CCCC1=O. Product: [Si:1]([O:8][CH2:9][C:10]1[CH:15]=[CH:14][CH:13]=[CH:12][C:11]=1[S:16][C:20]1[CH:21]=[N:22][CH:23]=[N:31][CH:19]=1)([C:4]([CH3:7])([CH3:6])[CH3:5])([CH3:3])[CH3:2]. The catalyst class is: 6. (2) Reactant: [CH3:1][C:2]1[C:6]2[N:7]=[C:8]([C:21]3[CH:26]=[CH:25][N:24]=[CH:23][CH:22]=3)[N:9]=[C:10]([O:11]S(C3C=CC=CC=3)(=O)=O)[C:5]=2[S:4][CH:3]=1.C([N:34]1[CH2:38][CH2:37][CH2:36][C@@H:35]1[CH2:39]O)(OC(C)(C)C)=O.[H-].[Na+]. Product: [CH3:1][C:2]1[C:6]2[N:7]=[C:8]([C:21]3[CH:22]=[CH:23][N:24]=[CH:25][CH:26]=3)[N:9]=[C:10]([O:11][CH2:39][C@H:35]3[CH2:36][CH2:37][CH2:38][NH:34]3)[C:5]=2[S:4][CH:3]=1. The catalyst class is: 44. (3) Reactant: [CH3:1][C:2]1[NH:3][C:4]2[CH2:5][C:6]([CH3:29])([CH3:28])[CH2:7][C:8](=[O:27])[C:9]=2[C:10]=1[CH2:11][C:12]1[C:13]([S:18]([C:21]2[CH:26]=[CH:25][CH:24]=[CH:23][CH:22]=2)(=[O:20])=[O:19])=[N:14][CH:15]=[CH:16][CH:17]=1.Br[CH2:31][C:32]([O:34][CH2:35][CH3:36])=[O:33].C(=O)([O-])[O-].[K+].[K+].[I-].[K+]. Product: [CH3:1][C:2]1[N:3]([CH2:31][C:32]([O:34][CH2:35][CH3:36])=[O:33])[C:4]2[CH2:5][C:6]([CH3:29])([CH3:28])[CH2:7][C:8](=[O:27])[C:9]=2[C:10]=1[CH2:11][C:12]1[C:13]([S:18]([C:21]2[CH:26]=[CH:25][CH:24]=[CH:23][CH:22]=2)(=[O:20])=[O:19])=[N:14][CH:15]=[CH:16][CH:17]=1. The catalyst class is: 47. (4) Reactant: [CH2:1]([O:8][NH:9][C:10]([C@H:12]1[C@H:17]2[O:18][C:19]([CH3:22])([CH3:21])[O:20][C@@H:16]2[C@@H:15]([OH:23])[CH2:14][N:13]1[S:24]([C:27]1[CH:32]=[CH:31][C:30]([O:33][CH3:34])=[CH:29][CH:28]=1)(=[O:26])=[O:25])=[O:11])[C:2]1[CH:7]=[CH:6][CH:5]=[CH:4][CH:3]=1.[F:35][C:36]([F:49])([F:48])[S:37](O[S:37]([C:36]([F:49])([F:48])[F:35])(=[O:39])=[O:38])(=[O:39])=[O:38].C(OCC)(=O)C. Product: [CH2:1]([O:8][NH:9][C:10]([C@H:12]1[C@H:17]2[O:18][C:19]([CH3:22])([CH3:21])[O:20][C@H:16]2[C@@H:15]([O:23][S:37]([C:36]([F:49])([F:48])[F:35])(=[O:39])=[O:38])[CH2:14][N:13]1[S:24]([C:27]1[CH:28]=[CH:29][C:30]([O:33][CH3:34])=[CH:31][CH:32]=1)(=[O:26])=[O:25])=[O:11])[C:2]1[CH:3]=[CH:4][CH:5]=[CH:6][CH:7]=1. The catalyst class is: 17. (5) Reactant: [N:1]12[CH2:8][CH2:7][CH:4]([CH2:5][CH2:6]1)[C@@H:3]([O:9][C:10](=[O:66])[NH:11][C:12]1[CH:17]=[C:16]([CH2:18][CH2:19][CH2:20][O:21][C:22]3[CH:27]=[CH:26][C:25]([CH2:28][CH2:29][NH:30][CH2:31][C@@H:32]([C:41]4[CH:50]=[CH:49][C:48]([O:51]CC5C=CC=CC=5)=[C:47]5[C:42]=4[CH:43]=[CH:44][C:45](=[O:59])[NH:46]5)[O:33][Si:34]([C:37]([CH3:40])([CH3:39])[CH3:38])([CH3:36])[CH3:35])=[CH:24][CH:23]=3)[CH:15]=[CH:14][C:13]=1[C:60]1[CH:65]=[CH:64][CH:63]=[CH:62][CH:61]=1)[CH2:2]2. Product: [N:1]12[CH2:6][CH2:5][CH:4]([CH2:7][CH2:8]1)[C@@H:3]([O:9][C:10](=[O:66])[NH:11][C:12]1[CH:17]=[C:16]([CH2:18][CH2:19][CH2:20][O:21][C:22]3[CH:27]=[CH:26][C:25]([CH2:28][CH2:29][NH:30][CH2:31][C@H:32]([O:33][Si:34]([C:37]([CH3:38])([CH3:39])[CH3:40])([CH3:36])[CH3:35])[C:41]4[CH:50]=[CH:49][C:48]([OH:51])=[C:47]5[C:42]=4[CH:43]=[CH:44][C:45](=[O:59])[NH:46]5)=[CH:24][CH:23]=3)[CH:15]=[CH:14][C:13]=1[C:60]1[CH:61]=[CH:62][CH:63]=[CH:64][CH:65]=1)[CH2:2]2. The catalyst class is: 15. (6) Reactant: C([O:8][C:9]1[C:14]([N:15]([CH3:20])[S:16]([CH3:19])(=[O:18])=[O:17])=[CH:13][N:12]2[N:21]=[C:22]([C:28]3[CH:33]=[CH:32][C:31]([F:34])=[CH:30][CH:29]=3)[C:23]([C:24]([NH:26][CH3:27])=[O:25])=[C:11]2[CH:10]=1)C1C=CC=CC=1. Product: [F:34][C:31]1[CH:32]=[CH:33][C:28]([C:22]2[C:23]([C:24]([NH:26][CH3:27])=[O:25])=[C:11]3[CH:10]=[C:9]([OH:8])[C:14]([N:15]([CH3:20])[S:16]([CH3:19])(=[O:18])=[O:17])=[CH:13][N:12]3[N:21]=2)=[CH:29][CH:30]=1. The catalyst class is: 123. (7) Reactant: [Cl:1][C:2]1[CH:12]=[C:11]([NH:13][CH2:14][CH3:15])[C:5]([C:6](OCC)=[O:7])=[CH:4][N:3]=1.[BH4-].[Li+]. Product: [Cl:1][C:2]1[N:3]=[CH:4][C:5]([CH2:6][OH:7])=[C:11]([NH:13][CH2:14][CH3:15])[CH:12]=1.[Cl:1][C:2]1[CH:12]=[C:11]([NH:13][CH2:14][CH3:15])[C:5]([CH:6]=[O:7])=[CH:4][N:3]=1. The catalyst class is: 36. (8) Reactant: C(O)C.[OH-].[K+].[CH2:6]=[C:7]1[C:15]2[C:10](=[CH:11][C:12]([CH2:25][CH2:26][CH2:27][CH2:28][CH2:29][CH3:30])=[C:13]([O:16][CH2:17][CH2:18][CH2:19][C:20]([O:22]CC)=[O:21])[CH:14]=2)[CH2:9][CH2:8]1. Product: [CH2:6]=[C:7]1[C:15]2[C:10](=[CH:11][C:12]([CH2:25][CH2:26][CH2:27][CH2:28][CH2:29][CH3:30])=[C:13]([O:16][CH2:17][CH2:18][CH2:19][C:20]([OH:22])=[O:21])[CH:14]=2)[CH2:9][CH2:8]1. The catalyst class is: 6. (9) Reactant: C(OC(=O)[CH2:5][N:6]([C:24]1[C:28]2=[N:29][CH:30]=[CH:31][CH:32]=[C:27]2[NH:26][CH:25]=1)[C:7]([CH:9]1[CH2:13][CH2:12][CH2:11][N:10]1[C:14](OCC1C=CC=CC=1)=[O:15])=[O:8])C. Product: [NH:26]1[C:27]2[C:28](=[N:29][CH:30]=[CH:31][CH:32]=2)[C:24]([N:6]2[CH2:5][C:14](=[O:15])[N:10]3[CH2:11][CH2:12][CH2:13][CH:9]3[C:7]2=[O:8])=[CH:25]1. The catalyst class is: 43.